From a dataset of Forward reaction prediction with 1.9M reactions from USPTO patents (1976-2016). Predict the product of the given reaction. (1) The product is: [F:16][C:2]1([F:1])[CH2:7][CH2:6][N:5]([C:8]2[N:13]=[CH:12][N:11]=[C:10]([CH2:14][NH2:15])[CH:9]=2)[CH2:4][CH2:3]1. Given the reactants [F:1][C:2]1([F:16])[CH2:7][CH2:6][N:5]([C:8]2[N:13]=[CH:12][N:11]=[C:10]([C:14]#[N:15])[CH:9]=2)[CH2:4][CH2:3]1.Cl, predict the reaction product. (2) Given the reactants Br[C:2]1[N:6]2[C:7](=[O:21])[C:8]([F:20])=[C:9]([CH2:11][O:12][C:13]3[CH:18]=[CH:17][C:16]([F:19])=[CH:15][CH:14]=3)[N:10]=[C:5]2[S:4][C:3]=1[CH3:22].C(=O)([O-])[O-].[Na+].[Na+].[OH:29][CH2:30][C@@H:31]1[CH2:33][C@H:32]1[B-](F)(F)F.[K+], predict the reaction product. The product is: [F:20][C:8]1[C:7](=[O:21])[N:6]2[C:2]([C@@H:32]3[CH2:33][C@H:31]3[CH2:30][OH:29])=[C:3]([CH3:22])[S:4][C:5]2=[N:10][C:9]=1[CH2:11][O:12][C:13]1[CH:18]=[CH:17][C:16]([F:19])=[CH:15][CH:14]=1. (3) The product is: [F:9][C:4]1[CH:5]=[N:6][CH:7]=[CH:8][C:3]=1[C:18]1[CH2:23][CH2:22][CH:21]([O:24][CH2:25][CH:26]2[CH2:31][CH2:30][N:29]([C:32]([O:34][C:35]([CH3:38])([CH3:37])[CH3:36])=[O:33])[CH2:28][CH2:27]2)[CH2:20][CH:19]=1. Given the reactants Cl.Br[C:3]1[CH:8]=[CH:7][N:6]=[CH:5][C:4]=1[F:9].CC1(C)C(C)(C)OB([C:18]2[CH2:23][CH2:22][CH:21]([O:24][CH2:25][CH:26]3[CH2:31][CH2:30][N:29]([C:32]([O:34][C:35]([CH3:38])([CH3:37])[CH3:36])=[O:33])[CH2:28][CH2:27]3)[CH2:20][CH:19]=2)O1.C([O-])([O-])=O.[Na+].[Na+], predict the reaction product. (4) Given the reactants [F:1][C:2]1[CH:27]=[CH:26][C:5]([CH2:6][O:7][C:8]2[CH:13]=[CH:12][N:11]([C:14]3[CH:19]=[CH:18][C:17]([N+:20]([O-])=O)=[C:16]([NH:23][CH3:24])[CH:15]=3)[C:10](=[O:25])[CH:9]=2)=[CH:4][CH:3]=1, predict the reaction product. The product is: [NH2:20][C:17]1[CH:18]=[CH:19][C:14]([N:11]2[CH:12]=[CH:13][C:8]([O:7][CH2:6][C:5]3[CH:26]=[CH:27][C:2]([F:1])=[CH:3][CH:4]=3)=[CH:9][C:10]2=[O:25])=[CH:15][C:16]=1[NH:23][CH3:24]. (5) Given the reactants [N-:1]=[N+:2]=[N-:3].[Na+].CS([C:9]1[N:14]=[C:13]([C:15]2[N:16]=[CH:17][N:18]([CH2:20][CH2:21][CH2:22][CH2:23][N:24]3[C:32](=[O:33])[C:31]4[C:26](=[CH:27][CH:28]=[CH:29][CH:30]=4)[C:25]3=[O:34])[CH:19]=2)[CH:12]=[CH:11][N:10]=1)(=O)=O, predict the reaction product. The product is: [N:1]([C:9]1[N:14]=[C:13]([C:15]2[N:16]=[CH:17][N:18]([CH2:20][CH2:21][CH2:22][CH2:23][N:24]3[C:25](=[O:34])[C:26]4[C:31](=[CH:30][CH:29]=[CH:28][CH:27]=4)[C:32]3=[O:33])[CH:19]=2)[CH:12]=[CH:11][N:10]=1)=[N+:2]=[N-:3]. (6) Given the reactants CN1C(CO)=[C:5]([C:9]2[CH:14]=[CH:13][CH:12]=[CH:11][CH:10]=2)[N:4]=[CH:3]1.[CH3:15][O:16][C:17]1[CH:24]=[CH:23][C:20]([CH2:21][NH2:22])=[CH:19][CH:18]=1.[CH3:25][O:26][CH:27]([O:30][CH3:31])[CH:28]=O, predict the reaction product. The product is: [CH3:25][O:26][CH:27]([O:30][CH3:31])[C:28]1[N:22]([CH2:21][C:20]2[CH:23]=[CH:24][C:17]([O:16][CH3:15])=[CH:18][CH:19]=2)[CH:3]=[N:4][C:5]=1[C:9]1[CH:14]=[CH:13][CH:12]=[CH:11][CH:10]=1.